This data is from Peptide-MHC class I binding affinity with 185,985 pairs from IEDB/IMGT. The task is: Regression. Given a peptide amino acid sequence and an MHC pseudo amino acid sequence, predict their binding affinity value. This is MHC class I binding data. The peptide sequence is YITDDSDDY. The MHC is HLA-A11:01 with pseudo-sequence HLA-A11:01. The binding affinity (normalized) is 0.